Predict the product of the given reaction. From a dataset of Forward reaction prediction with 1.9M reactions from USPTO patents (1976-2016). (1) Given the reactants [CH:1]1([C:4]2[N:8](C(OC(C)(C)C)=O)[C:7]3[CH:16]=[C:17]([C:29]4[C:30]([CH3:35])=[N:31][O:32][C:33]=4[CH3:34])[CH:18]=[C:19]([C:20](=[O:28])[C:21]4[CH:26]=[CH:25][CH:24]=[C:23]([CH3:27])[N:22]=4)[C:6]=3[N:5]=2)[CH2:3][CH2:2]1.[N:36]1[CH:41]=[CH:40][CH:39]=[CH:38][C:37]=1[Mg]Br, predict the reaction product. The product is: [CH:1]1([C:4]2[NH:8][C:7]3[CH:16]=[C:17]([C:29]4[C:30]([CH3:35])=[N:31][O:32][C:33]=4[CH3:34])[CH:18]=[C:19]([C:20]([C:21]4[CH:26]=[CH:25][CH:24]=[C:23]([CH3:27])[N:22]=4)([C:37]4[CH:38]=[CH:39][CH:40]=[CH:41][N:36]=4)[OH:28])[C:6]=3[N:5]=2)[CH2:2][CH2:3]1. (2) Given the reactants [Cl:1][C:2]1[CH:7]=[C:6]([Cl:8])[CH:5]=[CH:4][C:3]=1[CH2:9][N:10]1[C:15](=[O:16])[C:14]([C:17]([NH:19][CH2:20][C:21]([O:23]CC)=[O:22])=[O:18])=[C:13]([OH:26])[C:12]([C:27](OC)=[O:28])=[C:11]1[OH:31].[CH2:32]([NH2:37])[C:33]([CH3:36])([CH3:35])[CH3:34], predict the reaction product. The product is: [Cl:1][C:2]1[CH:7]=[C:6]([Cl:8])[CH:5]=[CH:4][C:3]=1[CH2:9][N:10]1[C:11]([OH:31])=[C:12]([C:27]([NH:37][CH2:32][C:33]([CH3:36])([CH3:35])[CH3:34])=[O:28])[C:13]([OH:26])=[C:14]([C:17]([NH:19][CH2:20][C:21]([OH:23])=[O:22])=[O:18])[C:15]1=[O:16]. (3) The product is: [CH2:22]([O:24][C:25]([CH:27]1[CH2:31][CH2:30][CH2:29][CH:28]1[N:32]([CH:33]([CH3:34])[CH3:35])[C:17](=[O:19])[CH2:16][C:11]1[NH:10][C:9]2[CH:20]=[CH:21][C:6]([NH:5][S:2]([CH3:1])(=[O:3])=[O:4])=[CH:7][C:8]=2[S:13](=[O:14])(=[O:15])[N:12]=1)=[O:26])[CH3:23]. Given the reactants [CH3:1][S:2]([NH:5][C:6]1[CH:21]=[CH:20][C:9]2[NH:10][C:11]([CH2:16][C:17]([OH:19])=O)=[N:12][S:13](=[O:15])(=[O:14])[C:8]=2[CH:7]=1)(=[O:4])=[O:3].[CH2:22]([O:24][C:25]([CH:27]1[CH2:31][CH2:30][CH2:29][CH:28]1[NH:32][CH:33]([CH3:35])[CH3:34])=[O:26])[CH3:23].Cl.CN(C)CCCN=C=NCC.CN1CCOCC1.Cl, predict the reaction product. (4) Given the reactants FC(F)(F)C(O)=O.[CH2:8]([N:10]([CH2:63][CH3:64])[CH2:11][CH2:12][NH:13][C:14]([C:16]1[CH:21]=[CH:20][C:19]([C:22]2[CH:27]=[CH:26][C:25]([CH2:28][C@H:29]([NH:44][C:45]([C@H:47]3[CH2:52][CH2:51][C@H:50]([CH2:53][NH:54]C(=O)OC(C)(C)C)[CH2:49][CH2:48]3)=[O:46])[C:30](=[O:43])[NH:31][C:32]3[CH:37]=[CH:36][C:35]([C:38]4[N:39]=[N:40][NH:41][N:42]=4)=[CH:34][CH:33]=3)=[CH:24][CH:23]=2)=[C:18]([CH3:62])[CH:17]=1)=[O:15])[CH3:9].[ClH:65], predict the reaction product. The product is: [ClH:65].[NH2:54][CH2:53][C@H:50]1[CH2:51][CH2:52][C@H:47]([C:45]([NH:44][C@H:29]([C:30](=[O:43])[NH:31][C:32]2[CH:37]=[CH:36][C:35]([C:38]3[N:39]=[N:40][NH:41][N:42]=3)=[CH:34][CH:33]=2)[CH2:28][C:25]2[CH:24]=[CH:23][C:22]([C:19]3[CH:20]=[CH:21][C:16]([C:14]([NH:13][CH2:12][CH2:11][N:10]([CH2:8][CH3:9])[CH2:63][CH3:64])=[O:15])=[CH:17][C:18]=3[CH3:62])=[CH:27][CH:26]=2)=[O:46])[CH2:48][CH2:49]1.